From a dataset of HIV replication inhibition screening data with 41,000+ compounds from the AIDS Antiviral Screen. Binary Classification. Given a drug SMILES string, predict its activity (active/inactive) in a high-throughput screening assay against a specified biological target. (1) The molecule is COP(=O)(OC)C(=Cc1cn(C(C)=O)c2ccccc12)NC(C)=O. The result is 0 (inactive). (2) The compound is COc1ccc2c3c([nH]c2c1[N+](=O)[O-])C(C)=NCC3. The result is 0 (inactive). (3) The drug is C=C(C)C1Cc2c(ccc3c2OC2COc4cc(OC)c(OC)cc4C2C3=O)O1. The result is 0 (inactive). (4) The compound is COc1ccc2c(c1OC)C(=O)C2. The result is 0 (inactive). (5) The molecule is Sc1ncnc2[nH]cnc12. The result is 0 (inactive). (6) The drug is Nc1ccc(S(=O)(=O)Cc2ccc(C(=O)O)cc2[N+](=O)[O-])cc1. The result is 0 (inactive).